From a dataset of Catalyst prediction with 721,799 reactions and 888 catalyst types from USPTO. Predict which catalyst facilitates the given reaction. Reactant: C([O:5][C:6]1[CH:7]=[C:8]([C:12]2[C:13]3[CH2:26][CH2:25][NH:24][C:14]=3[N:15]=[C:16]([N:18]3[CH2:23][CH2:22][O:21][CH2:20][CH2:19]3)[N:17]=2)[CH:9]=[CH:10][CH:11]=1)(C)(C)C.C(N(C(C)C)CC)(C)C.[CH2:36]([N:38]=[C:39]=[O:40])[CH3:37]. Product: [OH:5][C:6]1[CH:7]=[C:8]([C:12]2[C:13]3[CH2:26][CH2:25][N:24]([C:39]([NH:38][CH2:36][CH3:37])=[O:40])[C:14]=3[N:15]=[C:16]([N:18]3[CH2:23][CH2:22][O:21][CH2:20][CH2:19]3)[N:17]=2)[CH:9]=[CH:10][CH:11]=1. The catalyst class is: 9.